Dataset: Full USPTO retrosynthesis dataset with 1.9M reactions from patents (1976-2016). Task: Predict the reactants needed to synthesize the given product. Given the product [O:10]1[C:9]2[CH:8]=[CH:7][C:5]([NH:6][C:12]3[CH:17]=[CH:16][C:15]4[O:18][CH2:19][O:20][C:14]=4[CH:13]=3)=[CH:4][C:3]=2[O:2][CH2:1]1, predict the reactants needed to synthesize it. The reactants are: [CH2:1]1[O:10][C:9]2[CH:8]=[CH:7][C:5]([NH2:6])=[CH:4][C:3]=2[O:2]1.Br[C:12]1[CH:17]=[CH:16][C:15]2[O:18][CH2:19][O:20][C:14]=2[CH:13]=1.CC(C)([O-])C.[Na+].